This data is from Full USPTO retrosynthesis dataset with 1.9M reactions from patents (1976-2016). The task is: Predict the reactants needed to synthesize the given product. The reactants are: [S:1]1[C:5]2[CH:6]=[CH:7][CH:8]=[CH:9][C:4]=2[N:3]=[C:2]1[CH:10]([C:12]1[CH:17]=[CH:16][CH:15]=[CH:14][C:13]=1[O:18][CH2:19][O:20][CH3:21])[OH:11]. Given the product [S:1]1[C:5]2[CH:6]=[CH:7][CH:8]=[CH:9][C:4]=2[N:3]=[C:2]1[C:10]([C:12]1[CH:17]=[CH:16][CH:15]=[CH:14][C:13]=1[O:18][CH2:19][O:20][CH3:21])=[O:11], predict the reactants needed to synthesize it.